This data is from Forward reaction prediction with 1.9M reactions from USPTO patents (1976-2016). The task is: Predict the product of the given reaction. (1) The product is: [NH2:15][CH:14]([C:13]1[N:12]=[C:11]2[CH:16]=[CH:17][N:18]([CH3:19])[C:10]2=[CH:9][C:8]=1[N:5]1[CH2:6][CH2:7][C:2]([CH3:20])([OH:1])[CH2:3][CH2:4]1)[CH3:21]. Given the reactants [OH:1][C:2]1([CH3:20])[CH2:7][CH2:6][N:5]([C:8]2[CH:9]=[C:10]3[N:18]([CH3:19])[CH:17]=[CH:16][C:11]3=[N:12][C:13]=2[C:14]#[N:15])[CH2:4][CH2:3]1.[CH3:21][Mg]Br.CCOCC.[BH4-].[Na+], predict the reaction product. (2) Given the reactants CCN(C(C)C)C(C)C.[CH3:10][C:11]1[N:15]([CH:16]([CH3:18])[CH3:17])[C:14]([C:19]2[CH:24]=[CH:23][N:22]=[C:21]([NH:25][CH:26]3[CH2:30][CH2:29][NH:28][CH2:27]3)[N:20]=2)=[CH:13][N:12]=1.[CH3:31][S:32](Cl)(=[O:34])=[O:33].S([O-])([O-])(=O)=O.[Mg+2], predict the reaction product. The product is: [CH3:10][C:11]1[N:15]([CH:16]([CH3:18])[CH3:17])[C:14]([C:19]2[CH:24]=[CH:23][N:22]=[C:21]([NH:25][CH:26]3[CH2:30][CH2:29][N:28]([S:32]([CH3:31])(=[O:34])=[O:33])[CH2:27]3)[N:20]=2)=[CH:13][N:12]=1. (3) Given the reactants [NH2:1][CH2:2][CH:3]1[CH2:8][CH2:7][C:6]([N:15]([CH3:17])[CH3:16])([C:9]2[CH:14]=[CH:13][CH:12]=[CH:11][CH:10]=2)[CH2:5][CH2:4]1.C1([O:24][C:25](=O)[NH:26][CH:27]([CH3:38])[CH2:28][C:29]2[C:37]3[C:32](=[CH:33][CH:34]=[CH:35][CH:36]=3)[NH:31][CH:30]=2)C=CC=CC=1.[OH-].[Na+], predict the reaction product. The product is: [CH3:16][N:15]([CH3:17])[C:6]1([C:9]2[CH:10]=[CH:11][CH:12]=[CH:13][CH:14]=2)[CH2:5][CH2:4][CH:3]([CH2:2][NH:1][C:25]([NH:26][CH:27]([CH3:38])[CH2:28][C:29]2[C:37]3[C:32](=[CH:33][CH:34]=[CH:35][CH:36]=3)[NH:31][CH:30]=2)=[O:24])[CH2:8][CH2:7]1. (4) Given the reactants [CH3:1][O:2][C:3](=[O:12])[C:4]1[CH:9]=[CH:8][CH:7]=[C:6]([C:10]#[N:11])[CH:5]=1.[C:13]([O:17][C:18](O[C:18]([O:17][C:13]([CH3:16])([CH3:15])[CH3:14])=[O:19])=[O:19])([CH3:16])([CH3:15])[CH3:14].[H][H], predict the reaction product. The product is: [CH3:1][O:2][C:3](=[O:12])[C:4]1[CH:9]=[CH:8][CH:7]=[C:6]([CH2:10][NH:11][C:18]([O:17][C:13]([CH3:16])([CH3:15])[CH3:14])=[O:19])[CH:5]=1. (5) Given the reactants C([O:4][C:5]1[C:9]2[CH:10]=[CH:11][C:12]([CH3:14])=[CH:13][C:8]=2[O:7][CH:6]=1)(=O)C, predict the reaction product. The product is: [CH3:14][C:12]1[CH:11]=[CH:10][C:9]2[C:5](=[O:4])[CH2:6][O:7][C:8]=2[CH:13]=1. (6) Given the reactants [OH:1][C:2]1[C:7]([CH3:8])=[CH:6][C:5]([C:9]2[NH:18][C:17](=[O:19])[C:16]3[C:11](=[CH:12][CH:13]=[C:14]([CH:20]=O)[CH:15]=3)[N:10]=2)=[CH:4][C:3]=1[CH3:22].[CH3:23][N:24]1[CH2:29][CH2:28][NH:27][CH2:26][CH2:25]1.[BH-](OC(C)=O)(OC(C)=O)OC(C)=O.[Na+], predict the reaction product. The product is: [OH:1][C:2]1[C:3]([CH3:22])=[CH:4][C:5]([C:9]2[NH:18][C:17](=[O:19])[C:16]3[C:11](=[CH:12][CH:13]=[C:14]([CH2:20][N:27]4[CH2:28][CH2:29][N:24]([CH3:23])[CH2:25][CH2:26]4)[CH:15]=3)[N:10]=2)=[CH:6][C:7]=1[CH3:8]. (7) Given the reactants [CH2:1]([O:3][C:4]([Sn](CCCC)(CCCC)CCCC)=[CH2:5])[CH3:2].Br[C:20]1[N:25]=[C:24]([O:26][CH3:27])[C:23]([N:28]2[CH:32]=[C:31]([CH3:33])[N:30]=[CH:29]2)=[CH:22][CH:21]=1, predict the reaction product. The product is: [CH2:4]([O:3][C:1]([C:20]1[N:25]=[C:24]([O:26][CH3:27])[C:23]([N:28]2[CH:32]=[C:31]([CH3:33])[N:30]=[CH:29]2)=[CH:22][CH:21]=1)=[CH2:2])[CH3:5].